From a dataset of Peptide-MHC class II binding affinity with 134,281 pairs from IEDB. Regression. Given a peptide amino acid sequence and an MHC pseudo amino acid sequence, predict their binding affinity value. This is MHC class II binding data. (1) The peptide sequence is GELQIVDKDDAAFKI. The MHC is DRB1_0701 with pseudo-sequence DRB1_0701. The binding affinity (normalized) is 0.464. (2) The peptide sequence is SGKLFMHVTLGSDVE. The MHC is DRB1_0701 with pseudo-sequence DRB1_0701. The binding affinity (normalized) is 0.472. (3) The MHC is DRB3_0101 with pseudo-sequence DRB3_0101. The peptide sequence is GRKNGSFIIDGKSRK. The binding affinity (normalized) is 0.529.